Dataset: Catalyst prediction with 721,799 reactions and 888 catalyst types from USPTO. Task: Predict which catalyst facilitates the given reaction. (1) Reactant: [Si]([O:8][CH2:9][CH2:10][C:11]1[CH:12]=[N:13][N:14]([C:16]2[CH:21]=[C:20]([C:22]#[N:23])[CH:19]=[CH:18][N:17]=2)[CH:15]=1)(C(C)(C)C)(C)C.Cl.C(OCC)(=O)C.C([O-])(O)=O.[Na+]. Product: [OH:8][CH2:9][CH2:10][C:11]1[CH:12]=[N:13][N:14]([C:16]2[CH:21]=[C:20]([C:22]#[N:23])[CH:19]=[CH:18][N:17]=2)[CH:15]=1. The catalyst class is: 20. (2) The catalyst class is: 20. Product: [CH2:1]([O:3][C:4]([C:6]1[C:7]([N:40]([CH3:41])[CH3:39])=[N:8][C:9]2[C:14]([C:15]=1[CH2:16][C:17]1[CH:22]=[CH:21][CH:20]=[CH:19][C:18]=1[Cl:23])=[CH:13][C:12]([Cl:24])=[CH:11][CH:10]=2)=[O:5])[CH3:2]. Reactant: [CH2:1]([O:3][C:4]([C:6]1[C:7](OS(C(F)(F)F)(=O)=O)=[N:8][C:9]2[C:14]([C:15]=1[CH2:16][C:17]1[CH:22]=[CH:21][CH:20]=[CH:19][C:18]=1[Cl:23])=[CH:13][C:12]([Cl:24])=[CH:11][CH:10]=2)=[O:5])[CH3:2].C(=O)([O-])[O-].[K+].[K+].[CH3:39][NH:40][CH3:41]. (3) Reactant: [CH2:1]([O:8][C:9]1[CH:14]=[CH:13][N:12]([CH2:15][C:16]([C:18]2[CH:23]=[CH:22][C:21]([CH2:24]Br)=[CH:20][CH:19]=2)=[O:17])[C:11](=[O:26])[CH:10]=1)[C:2]1[CH:7]=[CH:6][CH:5]=[CH:4][CH:3]=1.[OH:27][CH:28]1[CH2:33][CH2:32][NH:31][CH2:30][CH2:29]1. Product: [CH2:1]([O:8][C:9]1[CH:14]=[CH:13][N:12]([CH2:15][C:16]([C:18]2[CH:23]=[CH:22][C:21]([CH2:24][N:31]3[CH2:32][CH2:33][CH:28]([OH:27])[CH2:29][CH2:30]3)=[CH:20][CH:19]=2)=[O:17])[C:11](=[O:26])[CH:10]=1)[C:2]1[CH:7]=[CH:6][CH:5]=[CH:4][CH:3]=1. The catalyst class is: 3. (4) Reactant: N12CCCN=[C:7]1[CH2:6][CH2:5][CH2:4][CH2:3][CH2:2]2.C([CH:19]([O:21][CH:22](Cl)CC1C=CC=CC=1)Cl)C1C=CC=CC=1.CN(C)C=O.[CH3:36][O:37][C:38]1[CH:75]=[CH:74][C:41]([C:42]([O:57][CH2:58][C@H:59]2[O:63][C@@H:62]([N:64]3[CH:72]=[C:70]([CH3:71])[C:68](=[O:69])[NH:67][C:65]3=[O:66])[CH2:61][C:60]2=[CH2:73])([C:51]2[CH:56]=[CH:55][CH:54]=[CH:53][CH:52]=2)[C:43]2[CH:48]=[CH:47][C:46]([O:49][CH3:50])=[CH:45][CH:44]=2)=[CH:40][CH:39]=1. Product: [CH2:19]([O:21][CH2:22][N:67]1[C:68](=[O:69])[C:70]([CH3:71])=[CH:72][N:64]([C@@H:62]2[O:63][C@H:59]([CH2:58][O:57][C:42]([C:51]3[CH:52]=[CH:53][CH:54]=[CH:55][CH:56]=3)([C:43]3[CH:48]=[CH:47][C:46]([O:49][CH3:50])=[CH:45][CH:44]=3)[C:41]3[CH:74]=[CH:75][C:38]([O:37][CH3:36])=[CH:39][CH:40]=3)[C:60](=[CH2:73])[CH2:61]2)[C:65]1=[O:66])[C:7]1[CH:6]=[CH:5][CH:4]=[CH:3][CH:2]=1. The catalyst class is: 5.